Task: Predict which catalyst facilitates the given reaction.. Dataset: Catalyst prediction with 721,799 reactions and 888 catalyst types from USPTO (1) Reactant: Br[CH2:2][CH2:3][OH:4].[CH:5]([O:8][C:9]([N:11]1[C:20]2[C:15](=[N:16][C:17]([C:21]([F:24])([F:23])[F:22])=[CH:18][CH:19]=2)[C@H:14]([N:25]([CH2:31][C:32]2[CH:37]=[C:36]([C:38]([F:41])([F:40])[F:39])[CH:35]=[C:34]([C:42]([F:45])([F:44])[F:43])[CH:33]=2)[C:26]2[N:27]=[N:28][NH:29][N:30]=2)[CH2:13][C@@H:12]1[CH2:46][CH3:47])=[O:10])([CH3:7])[CH3:6].C(=O)([O-])[O-].[Cs+].[Cs+].O. Product: [CH:5]([O:8][C:9]([N:11]1[C:20]2[C:15](=[N:16][C:17]([C:21]([F:24])([F:23])[F:22])=[CH:18][CH:19]=2)[C@@H:14]([N:25]([CH2:31][C:32]2[CH:37]=[C:36]([C:38]([F:39])([F:40])[F:41])[CH:35]=[C:34]([C:42]([F:43])([F:44])[F:45])[CH:33]=2)[C:26]2[N:27]=[N:28][N:29]([CH2:2][CH2:3][OH:4])[N:30]=2)[CH2:13][C@@H:12]1[CH2:46][CH3:47])=[O:10])([CH3:7])[CH3:6]. The catalyst class is: 9. (2) Reactant: C(OC([N:8]1[C@@H:12]([CH2:13][C:14]2[CH:19]=[CH:18][CH:17]=[CH:16][CH:15]=2)[C:11](=[O:20])OC1)=O)(C)(C)C.Br[CH2:22][Cl:23].C([Li])CCC.Cl. Product: [ClH:23].[NH2:8][C@@H:12]([CH2:13][C:14]1[CH:15]=[CH:16][CH:17]=[CH:18][CH:19]=1)[C:11](=[O:20])[CH2:22][Cl:23]. The catalyst class is: 392. (3) Reactant: [OH:1][CH2:2][C:3]1[CH:8]=[C:7]([CH3:9])[C:6]([OH:10])=[C:5]([CH3:11])[CH:4]=1.Br[CH2:13][C:14]([O:16][CH3:17])=[O:15].C(=O)([O-])[O-].[K+].[K+].[Cl-].[NH4+]. Product: [OH:1][CH2:2][C:3]1[CH:4]=[C:5]([CH3:11])[C:6]([O:10][CH2:13][C:14]([O:16][CH3:17])=[O:15])=[C:7]([CH3:9])[CH:8]=1. The catalyst class is: 5. (4) Reactant: [CH:1]1([C@@H:4]([C:11]2[CH:16]=[CH:15][C:14]([OH:17])=[C:13]([I:18])[CH:12]=2)[C@H:5]([CH3:10])[C:6]([O:8][CH3:9])=[O:7])[CH2:3][CH2:2]1.C([O-])([O-])=O.[K+].[K+].Br[CH2:26][C:27]([CH:29]1[CH2:32][N:31]([C:33]([O:35][C:36]([CH3:39])([CH3:38])[CH3:37])=[O:34])[CH2:30]1)=[O:28]. Product: [CH:1]1([C@@H:4]([C:11]2[CH:16]=[CH:15][C:14]([O:17][CH2:26][C:27]([CH:29]3[CH2:32][N:31]([C:33]([O:35][C:36]([CH3:39])([CH3:38])[CH3:37])=[O:34])[CH2:30]3)=[O:28])=[C:13]([I:18])[CH:12]=2)[C@H:5]([CH3:10])[C:6]([O:8][CH3:9])=[O:7])[CH2:3][CH2:2]1. The catalyst class is: 47. (5) Reactant: [CH2:1]([O:8][C:9]1[CH:17]=[C:16]([F:18])[CH:15]=[C:14]2[C:10]=1[C:11]([C:19](=O)[C:20](OC)=[O:21])=[CH:12][NH:13]2)[C:2]1[CH:7]=[CH:6][CH:5]=[CH:4][CH:3]=1.[H-].[H-].[H-].[H-].[Li+].[Al+3]. Product: [CH2:1]([O:8][C:9]1[CH:17]=[C:16]([F:18])[CH:15]=[C:14]2[C:10]=1[C:11]([CH2:19][CH2:20][OH:21])=[CH:12][NH:13]2)[C:2]1[CH:3]=[CH:4][CH:5]=[CH:6][CH:7]=1. The catalyst class is: 12.